From a dataset of Full USPTO retrosynthesis dataset with 1.9M reactions from patents (1976-2016). Predict the reactants needed to synthesize the given product. (1) Given the product [CH3:1][C:2]1[C:7]([CH3:8])=[CH:6][CH:5]=[CH:4][C:3]=1[O:9][CH2:11][C:12]([O:14][CH3:15])=[O:13], predict the reactants needed to synthesize it. The reactants are: [CH3:1][C:2]1[C:7]([CH3:8])=[CH:6][CH:5]=[CH:4][C:3]=1[OH:9].Br[CH2:11][C:12]([O:14][CH3:15])=[O:13].C(=O)([O-])[O-].[Cs+].[Cs+]. (2) The reactants are: [C:1]([S:4][C@@H:5]1[CH2:9][N:8]([C:10]([O:12][CH2:13][C:14]2[CH:19]=[CH:18][C:17]([N+:20]([O-:22])=[O:21])=[CH:16][CH:15]=2)=[O:11])[C@H:7]([C:23](O)=[O:24])[CH2:6]1)(=[O:3])[CH3:2].[CH2:26]([O:29][C:30]([C:32]1[CH:33]=[C:34]([CH:38]=[C:39]([NH2:41])[CH:40]=1)[C:35]([NH2:37])=[O:36])=[O:31])[CH:27]=[CH2:28]. Given the product [C:1]([S:4][CH:5]1[CH2:9][N:8]([C:10]([O:12][CH2:13][C:14]2[CH:15]=[CH:16][C:17]([N+:20]([O-:22])=[O:21])=[CH:18][CH:19]=2)=[O:11])[CH:7]([C:23](=[O:24])[NH:41][C:39]2[CH:38]=[C:34]([C:35](=[O:36])[NH2:37])[CH:33]=[C:32]([C:30]([O:29][CH2:26][CH:27]=[CH2:28])=[O:31])[CH:40]=2)[CH2:6]1)(=[O:3])[CH3:2], predict the reactants needed to synthesize it. (3) Given the product [N:35]1[CH:36]=[CH:37][CH:38]=[CH:39][C:34]=1[CH2:33][O:32][C:29]1[CH:28]=[CH:27][C:26]([C:19]2([C:16]3[CH:17]=[CH:18][C:13]([C:12](=[O:40])[CH3:4])=[CH:14][CH:15]=3)[CH2:24][CH:23]3[CH2:25][CH:20]2[CH2:21][CH2:22]3)=[CH:31][CH:30]=1, predict the reactants needed to synthesize it. The reactants are: C[Mg]Br.[CH2:4](OCC)C.CON(C)[C:12](=[O:40])[C:13]1[CH:18]=[CH:17][C:16]([C:19]2([C:26]3[CH:31]=[CH:30][C:29]([O:32][CH2:33][C:34]4[CH:39]=[CH:38][CH:37]=[CH:36][N:35]=4)=[CH:28][CH:27]=3)[CH2:24][CH:23]3[CH2:25][CH:20]2[CH2:21][CH2:22]3)=[CH:15][CH:14]=1. (4) The reactants are: [CH2:1]([C@@H:8]1[CH2:12][O:11][C:10](=[O:13])[N:9]1[C:14](=[O:35])[C@H:15]([CH2:19][C:20]1[C:25]([Cl:26])=[CH:24][C:23]([C:27]2[CH:32]=[CH:31][C:30]([F:33])=[CH:29][CH:28]=2)=[CH:22][C:21]=1[Cl:34])[CH2:16][CH:17]=C)[C:2]1[CH:7]=[CH:6][CH:5]=[CH:4][CH:3]=1.[O:36]=[O+][O-].CSC. Given the product [CH2:1]([C@@H:8]1[CH2:12][O:11][C:10](=[O:13])[N:9]1[C:14](=[O:35])[C@H:15]([CH2:19][C:20]1[C:25]([Cl:26])=[CH:24][C:23]([C:27]2[CH:28]=[CH:29][C:30]([F:33])=[CH:31][CH:32]=2)=[CH:22][C:21]=1[Cl:34])[CH2:16][CH:17]=[O:36])[C:2]1[CH:3]=[CH:4][CH:5]=[CH:6][CH:7]=1, predict the reactants needed to synthesize it. (5) The reactants are: [Cl:1][CH:2]([CH3:6])[C:3](O)=[O:4].CCN(CC)CC.CN(C(ON1N=NC2C=CC=NC1=2)=[N+](C)C)C.F[P-](F)(F)(F)(F)F.[NH2:38][C:39]1[CH:44]=[C:43]([O:45][CH2:46][C:47]2[CH:52]=[CH:51][CH:50]=[CH:49][CH:48]=2)[CH:42]=[CH:41][C:40]=1[OH:53]. Given the product [CH2:46]([O:45][C:43]1[CH:42]=[CH:41][C:40]([OH:53])=[C:39]([NH:38][C:3](=[O:4])[CH:2]([Cl:1])[CH3:6])[CH:44]=1)[C:47]1[CH:48]=[CH:49][CH:50]=[CH:51][CH:52]=1, predict the reactants needed to synthesize it. (6) Given the product [CH:27]1([C:30]([O:26][CH:23]([C:5]2[C:6]3[N:7]4[CH2:14][CH2:13][CH2:12][N:11]([C:15]5[CH:20]=[CH:19][C:18]([O:54][CH3:55])=[CH:17][C:16]=5[Cl:22])[C:8]4=[N:9][C:10]=3[C:2]([Cl:1])=[CH:3][CH:4]=2)[CH2:24][CH3:25])=[O:32])[CH2:29][CH2:28]1, predict the reactants needed to synthesize it. The reactants are: [Cl:1][C:2]1[C:10]2[N:9]=[C:8]3[N:11]([C:15]4[CH:20]=[CH:19][C:18](Cl)=[CH:17][C:16]=4[Cl:22])[CH2:12][CH2:13][CH2:14][N:7]3[C:6]=2[C:5]([CH:23]([OH:26])[CH2:24][CH3:25])=[CH:4][CH:3]=1.[CH:27]1([C:30]([OH:32])=O)[CH2:29][CH2:28]1.C(N(CC)CC)C.Cl.C(N=C=NCCCN(C)C)C.[Cl-].[NH4+].[O:54]1CCC[CH2:55]1.